This data is from Reaction yield outcomes from USPTO patents with 853,638 reactions. The task is: Predict the reaction yield, written as a fraction of the theoretical maximum amount of product (1.0 means a 100% yield; for example, 0.34 means a 34% yield). (1) The reactants are C([O-])([O-])=O.[K+].[K+].[NH:7]1[CH2:11][CH2:10][CH2:9][C:8]1=[O:12].Br[CH2:14][CH2:15][CH2:16][CH2:17][CH2:18][CH2:19][CH2:20][CH2:21][CH2:22][CH2:23][CH2:24][CH3:25].C(OCC)(=O)C. The catalyst is [Br-].C([N+](CCCC)(CCCC)CCCC)CCC.C1(C)C=CC=CC=1.OP(O)=O.O[Mo](O)(=O)=O.O.C1CCCCC1. The product is [CH2:25]([N:7]1[CH2:11][CH2:10][CH2:9][C:8]1=[O:12])[CH2:24][CH2:23][CH2:22][CH2:21][CH2:20][CH2:19][CH2:18][CH2:17][CH2:16][CH2:15][CH3:14]. The yield is 0.800. (2) The reactants are [CH:1]1[C:9]2[C:8]3[CH:10]=[CH:11][CH:12]=[CH:13][C:7]=3[O:6][C:5]=2[C:4]([C:14]2[CH:19]=[C:18]([C:20]3[C:25]4[O:26][C:27]5[CH:32]=[CH:31][CH:30]=[CH:29][C:28]=5[C:24]=4[CH:23]=[CH:22][CH:21]=3)[CH:17]=[CH:16][C:15]=2[OH:33])=[CH:3][CH:2]=1.C(Cl)Cl.C(N(CC)CC)C.[C:44](Cl)(=[O:47])[CH:45]=[CH2:46]. The catalyst is O. The product is [C:44]([O:33][C:15]1[CH:16]=[CH:17][C:18]([C:20]2[C:25]3[O:26][C:27]4[CH:32]=[CH:31][CH:30]=[CH:29][C:28]=4[C:24]=3[CH:23]=[CH:22][CH:21]=2)=[CH:19][C:14]=1[C:4]1[C:5]2[O:6][C:7]3[CH:13]=[CH:12][CH:11]=[CH:10][C:8]=3[C:9]=2[CH:1]=[CH:2][CH:3]=1)(=[O:47])[CH:45]=[CH2:46]. The yield is 0.790. (3) The reactants are [Cl:1][C:2]1[C:3]([O:11][CH:12]([C:17]([F:20])([F:19])[F:18])[C:13]([F:16])([F:15])[F:14])=[N:4][CH:5]=[C:6]([N+:8]([O-])=O)[CH:7]=1.[Cl-].[NH4+]. The product is [Cl:1][C:2]1[CH:7]=[C:6]([NH2:8])[CH:5]=[N:4][C:3]=1[O:11][CH:12]([C:13]([F:14])([F:15])[F:16])[C:17]([F:20])([F:19])[F:18]. The yield is 0.870. The catalyst is C(O)C.O.[Fe]. (4) The reactants are [Cl:1][C:2]1[S:6][C:5]([S:7]([NH:10][C:11]2[CH:19]=[CH:18][C:14]([C:15]([OH:17])=[O:16])=[C:13]([OH:20])[CH:12]=2)(=[O:9])=[O:8])=[CH:4][C:3]=1[C:21]1[CH:26]=[CH:25][CH:24]=[C:23]([F:27])[CH:22]=1.[CH3:28][O:29][CH2:30][CH2:31]O. No catalyst specified. The product is [Cl:1][C:2]1[S:6][C:5]([S:7]([NH:10][C:11]2[CH:19]=[CH:18][C:14]([C:15]([O:17][CH2:31][CH2:30][O:29][CH3:28])=[O:16])=[C:13]([OH:20])[CH:12]=2)(=[O:8])=[O:9])=[CH:4][C:3]=1[C:21]1[CH:26]=[CH:25][CH:24]=[C:23]([F:27])[CH:22]=1. The yield is 0.690. (5) The reactants are [Cl:1][C:2]1[N:7]=[C:6]([C:8]2[CH:13]=[CH:12][C:11]([N+:14]([O-])=O)=[CH:10][CH:9]=2)[N:5]=[C:4]([N:17]2[CH2:22][CH2:21][O:20][CH2:19][CH2:18]2)[C:3]=1[O:23][CH2:24][CH3:25]. The catalyst is [Pt].CO.CC(=O)OCC. The product is [Cl:1][C:2]1[C:3]([O:23][CH2:24][CH3:25])=[C:4]([N:17]2[CH2:22][CH2:21][O:20][CH2:19][CH2:18]2)[N:5]=[C:6]([C:8]2[CH:13]=[CH:12][C:11]([NH2:14])=[CH:10][CH:9]=2)[N:7]=1. The yield is 0.830. (6) The reactants are [OH-].[Na+].C[O:4][C:5](=[O:24])[CH2:6][CH2:7][CH2:8][CH2:9][CH2:10][CH2:11][CH2:12][N:13]1[CH:17]=[CH:16][N:15]=[C:14]1[C:18]1[CH:23]=[CH:22][CH:21]=[CH:20][CH:19]=1. The catalyst is O.CO. The product is [C:18]1([C:14]2[N:13]([CH2:12][CH2:11][CH2:10][CH2:9][CH2:8][CH2:7][CH2:6][C:5]([OH:24])=[O:4])[CH:17]=[CH:16][N:15]=2)[CH:19]=[CH:20][CH:21]=[CH:22][CH:23]=1. The yield is 0.520. (7) The yield is 0.300. The catalyst is C(O)C.[Ni]. The product is [Br:1][C:2]1[CH:3]=[C:4]2[C:8](=[CH:9][C:10]=1[NH2:11])[NH:7][CH:6]=[CH:5]2. The reactants are [Br:1][C:2]1[CH:3]=[C:4]2[C:8](=[CH:9][C:10]=1[N+:11]([O-])=O)[NH:7][CH:6]=[CH:5]2. (8) The yield is 0.790. The product is [C:1]([O:5][C:6]([NH:8][C@H:9]([C:25]([O:27][CH3:28])=[O:26])[CH2:10][C:11]1[CH:16]=[CH:15][C:14]([C:43]2[CH2:48][CH2:47][O:46][CH2:45][CH:44]=2)=[CH:13][CH:12]=1)=[O:7])([CH3:4])([CH3:3])[CH3:2]. The catalyst is CN(C=O)C. The reactants are [C:1]([O:5][C:6]([NH:8][C@H:9]([C:25]([O:27][CH3:28])=[O:26])[CH2:10][C:11]1[CH:16]=[CH:15][C:14](OS(C(F)(F)F)(=O)=O)=[CH:13][CH:12]=1)=[O:7])([CH3:4])([CH3:3])[CH3:2].C(=O)([O-])[O-].[K+].[K+].CC1(C)C(C)(C)OB([C:43]2[CH2:44][CH2:45][O:46][CH2:47][CH:48]=2)O1. (9) The reactants are [CH3:1][CH:2]([CH3:12])[CH2:3][C:4](=O)[CH2:5][C:6]([O:8]CC)=[O:7].[N:13]([C:16]1[CH:26]=[CH:25][C:19]([C:20]([NH:22][CH2:23][CH3:24])=[O:21])=[CH:18][CH:17]=1)=[N+:14]=[N-:15].[O-]CC.[Na+].O. The catalyst is C(O)C. The product is [CH2:23]([NH:22][C:20]([C:19]1[CH:25]=[CH:26][C:16]([N:13]2[C:4]([CH2:3][CH:2]([CH3:1])[CH3:12])=[C:5]([C:6]([OH:8])=[O:7])[N:15]=[N:14]2)=[CH:17][CH:18]=1)=[O:21])[CH3:24]. The yield is 0.917.